From a dataset of Reaction yield outcomes from USPTO patents with 853,638 reactions. Predict the reaction yield, written as a fraction of the theoretical maximum amount of product (1.0 means a 100% yield; for example, 0.34 means a 34% yield). (1) The reactants are [S:1]1[CH:5]=[CH:4][C:3]2[C:6]([NH2:10])=[CH:7][CH:8]=[CH:9][C:2]1=2.N1C=CC=CC=1.[CH3:17][S:18](Cl)(=[O:20])=[O:19]. The catalyst is C(Cl)Cl. The product is [S:1]1[CH:5]=[CH:4][C:3]2[C:6]([NH:10][S:18]([CH3:17])(=[O:20])=[O:19])=[CH:7][CH:8]=[CH:9][C:2]1=2. The yield is 0.790. (2) The reactants are [NH2:1][C:2]1[CH:3]=[CH:4][CH:5]=[C:6]2[C:11]=1[CH2:10][CH:9]([OH:12])[CH2:8][CH2:7]2.N1C=CC=CC=1.Cl[C:20]([O:22][C:23]1[CH:28]=[CH:27][CH:26]=[CH:25][CH:24]=1)=[O:21].O. The catalyst is C1COCC1. The product is [C:23]1([O:22][C:20](=[O:21])[NH:1][C:2]2[C:11]3[CH2:10][CH:9]([OH:12])[CH2:8][CH2:7][C:6]=3[CH:5]=[CH:4][CH:3]=2)[CH:28]=[CH:27][CH:26]=[CH:25][CH:24]=1. The yield is 0.480. (3) The reactants are [C:1]([O:5][C:6]1[CH:13]=[CH:12][C:9]([CH:10]=[O:11])=[CH:8][C:7]=1[O:14][CH3:15])([CH3:4])([CH3:3])[CH3:2].[OH-].[K+].[O-:18][Mn](=O)(=O)=O.[K+]. The catalyst is O1CCOCC1. The product is [C:1]([O:5][C:6]1[CH:13]=[CH:12][C:9]([C:10]([OH:18])=[O:11])=[CH:8][C:7]=1[O:14][CH3:15])([CH3:4])([CH3:3])[CH3:2]. The yield is 0.490.